Dataset: Reaction yield outcomes from USPTO patents with 853,638 reactions. Task: Predict the reaction yield, written as a fraction of the theoretical maximum amount of product (1.0 means a 100% yield; for example, 0.34 means a 34% yield). (1) The reactants are [Cl:1][C:2]1[CH:10]=[C:6]([C:7]([OH:9])=O)[C:5]([OH:11])=[CH:4][CH:3]=1.[NH2:12][C:13]1[S:14][CH:15]=[C:16]([C:18]2[CH:23]=[CH:22][C:21]([Cl:24])=[C:20]([Cl:25])[CH:19]=2)[N:17]=1. No catalyst specified. The product is [Cl:1][C:2]1[CH:3]=[CH:4][C:5]([OH:11])=[C:6]([CH:10]=1)[C:7]([NH:12][C:13]1[S:14][CH:15]=[C:16]([C:18]2[CH:23]=[CH:22][C:21]([Cl:24])=[C:20]([Cl:25])[CH:19]=2)[N:17]=1)=[O:9]. The yield is 0.151. (2) The reactants are C1(P(C2CCCCC2)C2(C(C)C)CC(C(C)C)=CC(C(C)C)=C2C2C=CC=CC=2)CCCCC1.Br[C:36]1[CH:44]=[CH:43][CH:42]=[C:41]2[C:37]=1[CH:38]=[N:39][NH:40]2.[CH3:45][C:46]1[N:51]=[C:50]([N:52]2[C:56]([NH2:57])=[CH:55][CH:54]=[N:53]2)[CH:49]=[C:48]([S:58][CH3:59])[N:47]=1.C(=O)([O-])[O-].[Cs+].[Cs+]. The catalyst is CO.C(Cl)Cl.C1C=CC(/C=C/C(/C=C/C2C=CC=CC=2)=O)=CC=1.C1C=CC(/C=C/C(/C=C/C2C=CC=CC=2)=O)=CC=1.C1C=CC(/C=C/C(/C=C/C2C=CC=CC=2)=O)=CC=1.[Pd].[Pd].O.C(O)(C)(C)C. The product is [CH3:45][C:46]1[N:51]=[C:50]([N:52]2[C:56]([NH:57][C:36]3[C:37]4[CH:38]=[N:39][NH:40][C:41]=4[CH:42]=[CH:43][CH:44]=3)=[CH:55][CH:54]=[N:53]2)[CH:49]=[C:48]([S:58][CH3:59])[N:47]=1. The yield is 0.330.